This data is from Reaction yield outcomes from USPTO patents with 853,638 reactions. The task is: Predict the reaction yield, written as a fraction of the theoretical maximum amount of product (1.0 means a 100% yield; for example, 0.34 means a 34% yield). (1) The reactants are [Br:1][C:2]1[CH:7]=[CH:6][C:5]([NH:8][C:9]2[C:10]([C:26]([OH:28])=O)=[CH:11][C:12]3[N:16]([CH2:17][CH:18]4[CH2:23][CH2:22][CH2:21][CH2:20][O:19]4)[CH:15]=[N:14][C:13]=3[C:24]=2[F:25])=[C:4]([Cl:29])[CH:3]=1.C1C=CC2N(O)N=NC=2C=1.C(N(CC)CC)C.[CH:47]([O:49][CH2:50][CH2:51][O:52][NH2:53])=[CH2:48].CCN=C=NCCCN(C)C. The catalyst is CN(C)C=O.C(OCC)(=O)C.O. The product is [CH:47]([O:49][CH2:50][CH2:51][O:52][NH:53][C:26]([C:10]1[C:9]([NH:8][C:5]2[CH:6]=[CH:7][C:2]([Br:1])=[CH:3][C:4]=2[Cl:29])=[C:24]([F:25])[C:13]2[N:14]=[CH:15][N:16]([CH2:17][CH:18]3[CH2:23][CH2:22][CH2:21][CH2:20][O:19]3)[C:12]=2[CH:11]=1)=[O:28])=[CH2:48]. The yield is 0.790. (2) The product is [F:36][C:37]([F:42])([F:41])[C:38]([OH:40])=[O:39].[F:1][C:2]1[CH:10]=[C:9]2[C:5]([C:6]([C:12]3[N:13]=[C:14]4[C:20]([C:21]([NH:23][C:24]5([CH3:35])[CH2:25][NH:26][CH2:27]5)=[O:22])=[CH:19][NH:18][C:15]4=[N:16][CH:17]=3)=[N:7][N:8]2[CH3:11])=[CH:4][CH:3]=1. The yield is 0.520. The reactants are [F:1][C:2]1[CH:10]=[C:9]2[C:5]([C:6]([C:12]3[N:13]=[C:14]4[C:20]([C:21]([NH:23][C:24]5([CH3:35])[CH2:27][N:26](C(OC(C)(C)C)=O)[CH2:25]5)=[O:22])=[CH:19][NH:18][C:15]4=[N:16][CH:17]=3)=[N:7][N:8]2[CH3:11])=[CH:4][CH:3]=1.[F:36][C:37]([F:42])([F:41])[C:38]([OH:40])=[O:39]. The catalyst is ClCCl. (3) The reactants are [Cl:1][C:2]1[CH:8]=[C:7]([O:9][C:10]2[C:19]3[C:14](=[CH:15][C:16]([O:22][CH3:23])=[C:17]([O:20][CH3:21])[CH:18]=3)[N:13]=[CH:12][N:11]=2)[CH:6]=[CH:5][C:3]=1[NH2:4].C1(C)C=CC=CC=1.C(N(CC)CC)C.ClC(Cl)(O[C:42](=[O:48])[O:43][C:44](Cl)(Cl)Cl)Cl.[Cl:50][C:51]1[CH:56]=[CH:55][C:54]([S:57][CH2:58][CH2:59]CO)=[C:53]([CH3:62])[CH:52]=1. The catalyst is C(Cl)Cl. The product is [Cl:1][C:2]1[CH:8]=[C:7]([O:9][C:10]2[C:19]3[C:14](=[CH:15][C:16]([O:22][CH3:23])=[C:17]([O:20][CH3:21])[CH:18]=3)[N:13]=[CH:12][N:11]=2)[CH:6]=[CH:5][C:3]=1[NH:4][C:42](=[O:48])[O:43][CH2:44][CH2:59][CH2:58][S:57][C:54]1[CH:55]=[CH:56][C:51]([Cl:50])=[CH:52][C:53]=1[CH3:62]. The yield is 0.500. (4) The reactants are [C:1]([OH:5])(=O)[CH:2]=[CH2:3].N1C=CC=CC=1.Cl.CN(C)CCCN=C=NCC.[NH2:24][CH:25]([CH3:60])[C:26]([NH:28][C:29]1[CH:30]=[C:31]2[C:36](=[CH:37][C:38]=1[O:39][CH2:40][CH2:41][O:42][CH3:43])[N:35]=[CH:34][N:33]=[C:32]2[NH:44][C:45]1[CH:50]=[CH:49][C:48]([O:51][CH2:52][C:53]2[CH:58]=[CH:57][CH:56]=[CH:55][N:54]=2)=[C:47]([Cl:59])[CH:46]=1)=[O:27]. The catalyst is C1COCC1. The product is [Cl:59][C:47]1[CH:46]=[C:45]([NH:44][C:32]2[C:31]3[C:36](=[CH:37][C:38]([O:39][CH2:40][CH2:41][O:42][CH3:43])=[C:29]([NH:28][C:26]([C@H:25]([NH:24][C:1](=[O:5])[CH:2]=[CH2:3])[CH3:60])=[O:27])[CH:30]=3)[N:35]=[CH:34][N:33]=2)[CH:50]=[CH:49][C:48]=1[O:51][CH2:52][C:53]1[CH:58]=[CH:57][CH:56]=[CH:55][N:54]=1. The yield is 0.280. (5) The reactants are [CH3:1][N:2]1[CH:7]=[CH:6][C:5]([C:8]2[C:16]3[C:11](=[CH:12][CH:13]=[C:14]([OH:17])[CH:15]=3)[NH:10][CH:9]=2)=[CH:4][CH2:3]1.CN1CCCC1=O.[Si:25](Cl)([C:28]([CH3:31])([CH3:30])[CH3:29])([CH3:27])[CH3:26].N1C=CN=C1. The catalyst is ClCCl. The product is [Si:25]([O:17][C:14]1[CH:15]=[C:16]2[C:11](=[CH:12][CH:13]=1)[NH:10][CH:9]=[C:8]2[CH:5]1[CH2:4][CH2:3][N:2]([CH3:1])[CH2:7][CH2:6]1)([C:28]([CH3:31])([CH3:30])[CH3:29])([CH3:27])[CH3:26]. The yield is 0.630.